This data is from CYP1A2 inhibition data for predicting drug metabolism from PubChem BioAssay. The task is: Regression/Classification. Given a drug SMILES string, predict its absorption, distribution, metabolism, or excretion properties. Task type varies by dataset: regression for continuous measurements (e.g., permeability, clearance, half-life) or binary classification for categorical outcomes (e.g., BBB penetration, CYP inhibition). Dataset: cyp1a2_veith. (1) The result is 0 (non-inhibitor). The molecule is CN(C)CC(CN(C)C)c1ccccn1. (2) The compound is CCOc1ccc(C2=[N+]([O-])C(C)(C)N(O)C2(C)C)cc1. The result is 0 (non-inhibitor). (3) The drug is CC(C)NC[C@@H](O)c1ccc(O)c2ncccc12. The result is 0 (non-inhibitor). (4) The drug is CCOC(=O)c1c(C)nc2sc3c(=O)n(-c4ccc(OC)cc4)nnc3c2c1-c1ccc(OC)cc1. The result is 0 (non-inhibitor). (5) The compound is CN1CCc2[nH]nc(-c3n[nH]c4c3CN(C)CC4)c2C1. The result is 0 (non-inhibitor). (6) The drug is O=C(O)[C@H](CCc1ccccn1)c1ccccc1. The result is 0 (non-inhibitor). (7) The drug is CS(=O)(=O)Nc1cccc(-c2ccc3ncnc(Nc4ccccc4)c3c2)c1. The result is 1 (inhibitor). (8) The compound is Nc1ccc(N2C(=O)c3ccccc3C2=O)c(Cl)c1. The result is 0 (non-inhibitor). (9) The molecule is CCOC(=O)CSc1nc2c(cnn2-c2ccc(C)cc2)c(=O)[nH]1. The result is 1 (inhibitor).